Dataset: Full USPTO retrosynthesis dataset with 1.9M reactions from patents (1976-2016). Task: Predict the reactants needed to synthesize the given product. (1) Given the product [Br:1][C:2]1[CH:3]=[CH:4][C:5]([F:9])=[C:6]([N:7]2[CH2:23][CH2:22][O:21][CH2:20][CH2:19]2)[CH:8]=1, predict the reactants needed to synthesize it. The reactants are: [Br:1][C:2]1[CH:3]=[CH:4][C:5]([F:9])=[C:6]([CH:8]=1)[NH2:7].[I-].[Na+].C(=O)([O-])[O-].[K+].[K+].Cl[CH2:19][CH2:20][O:21][CH2:22][CH2:23]Cl. (2) The reactants are: [CH2:1]([O:3]/[C:4](=[CH:10]\[C:11]1[CH:16]=[CH:15][C:14]([OH:17])=[CH:13][CH:12]=1)/[C:5]([O:7][CH2:8][CH3:9])=[O:6])[CH3:2].Br[CH2:19][C:20]([C:22]1[CH:27]=[CH:26][CH:25]=[C:24]([O:28][CH3:29])[CH:23]=1)=[O:21].C(=O)([O-])[O-].[K+].[K+]. Given the product [CH2:1]([O:3]/[C:4](=[CH:10]\[C:11]1[CH:12]=[CH:13][C:14]([O:17][CH2:19][C:20]([C:22]2[CH:27]=[CH:26][CH:25]=[C:24]([O:28][CH3:29])[CH:23]=2)=[O:21])=[CH:15][CH:16]=1)/[C:5]([O:7][CH2:8][CH3:9])=[O:6])[CH3:2], predict the reactants needed to synthesize it. (3) Given the product [CH2:1]([O:8][C:9]1[C:14]([O:15][CH2:16][C:17]2[CH:22]=[CH:21][CH:20]=[CH:19][CH:18]=2)=[C:13]([C:23]([NH:25][CH2:26][C:27]2[CH:28]=[CH:29][C:30]([F:33])=[CH:31][CH:32]=2)=[O:24])[N:12]=[C:11]([C:34]([O:36][CH3:37])=[O:35])[CH:10]=1)[C:2]1[CH:3]=[CH:4][CH:5]=[CH:6][CH:7]=1, predict the reactants needed to synthesize it. The reactants are: [CH2:1]([O:8][C:9]1[C:14]([O:15][CH2:16][C:17]2[CH:22]=[CH:21][CH:20]=[CH:19][CH:18]=2)=[C:13]([C:23]([NH:25][CH2:26][C:27]2[CH:32]=[CH:31][C:30]([F:33])=[CH:29][CH:28]=2)=[O:24])[N:12]=[C:11]([C:34]([OH:36])=[O:35])[CH:10]=1)[C:2]1[CH:7]=[CH:6][CH:5]=[CH:4][CH:3]=1.[CH3:37][Si](C=[N+]=[N-])(C)C. (4) Given the product [Cl:1][C:2]1[CH:19]=[C:18]([CH2:20][C:21]([OH:26])=[O:22])[CH:17]=[C:16]([Cl:23])[C:3]=1[O:4][C:5]1[CH:6]=[C:7]([CH:13]([CH3:15])[CH3:14])[C:8](=[O:12])[N:9]([CH3:11])[N:10]=1, predict the reactants needed to synthesize it. The reactants are: [Cl:1][C:2]1[CH:19]=[C:18]([CH2:20][CH2:21][OH:22])[CH:17]=[C:16]([Cl:23])[C:3]=1[O:4][C:5]1[CH:6]=[C:7]([CH:13]([CH3:15])[CH3:14])[C:8](=[O:12])[N:9]([CH3:11])[N:10]=1.CC(C)=[O:26].OS(O)(=O)=O.O=[Cr](=O)=O. (5) The reactants are: Br[C:2]1[CH:11]=[CH:10][C:9]2[N:8]=[CH:7][C:6]3[N:12]([CH3:25])[C:13](=[O:24])[N:14]([C:15]4[C:16]([CH3:23])=[N:17][N:18]([CH:20]([CH3:22])[CH3:21])[CH:19]=4)[C:5]=3[C:4]=2[CH:3]=1.[CH3:26][N:27]([CH3:43])[C:28]1[N:33]=[CH:32][C:31](B2OC(C)(C)C(C)(C)O2)=[CH:30][N:29]=1. Given the product [CH3:26][N:27]([CH3:43])[C:28]1[N:33]=[CH:32][C:31]([C:2]2[CH:11]=[CH:10][C:9]3[N:8]=[CH:7][C:6]4[N:12]([CH3:25])[C:13](=[O:24])[N:14]([C:15]5[C:16]([CH3:23])=[N:17][N:18]([CH:20]([CH3:21])[CH3:22])[CH:19]=5)[C:5]=4[C:4]=3[CH:3]=2)=[CH:30][N:29]=1, predict the reactants needed to synthesize it. (6) Given the product [CH2:1]([N:8]1[C:17]2[CH2:16][CH2:15][C:14]3([O:18][CH2:19][CH2:20][O:21]3)[CH2:13][C:12]=2[CH2:11][CH:10]([C:22]([OH:24])=[O:23])[CH2:9]1)[C:2]1[CH:3]=[CH:4][CH:5]=[CH:6][CH:7]=1, predict the reactants needed to synthesize it. The reactants are: [CH2:1]([N:8]1[C:17]2[CH2:16][CH2:15][C:14]3([O:21][CH2:20][CH2:19][O:18]3)[CH2:13][C:12]=2[CH2:11][CH:10]([C:22]([O:24]CC)=[O:23])[CH2:9]1)[C:2]1[CH:7]=[CH:6][CH:5]=[CH:4][CH:3]=1.[OH-].[Na+].Cl.